From a dataset of Full USPTO retrosynthesis dataset with 1.9M reactions from patents (1976-2016). Predict the reactants needed to synthesize the given product. (1) Given the product [Cl:1][C:2]1[CH:3]=[C:4]([N:8]2[N:12]=[N:11][C:10]([CH:13]([N:34]3[CH2:33][CH2:32][N:31]([C:29]([O:28][CH2:26][CH3:27])=[O:30])[CH2:36][CH2:35]3)[CH3:14])=[N:9]2)[CH:5]=[CH:6][CH:7]=1, predict the reactants needed to synthesize it. The reactants are: [Cl:1][C:2]1[CH:3]=[C:4]([N:8]2[N:12]=[N:11][C:10]([CH:13](OS(C)(=O)=O)[CH3:14])=[N:9]2)[CH:5]=[CH:6][CH:7]=1.C(=O)([O-])[O-].[K+].[K+].[CH2:26]([O:28][C:29]([N:31]1[CH2:36][CH2:35][NH:34][CH2:33][CH2:32]1)=[O:30])[CH3:27]. (2) Given the product [Cl:8][CH2:9][CH2:10][C:12]1[CH:13]=[C:14]2[C:18](=[CH:19][C:20]=1[Cl:21])[NH:17][C:16](=[O:22])[CH2:15]2, predict the reactants needed to synthesize it. The reactants are: C([SiH](CC)CC)C.[Cl:8][CH2:9][C:10]([C:12]1[CH:13]=[C:14]2[C:18](=[CH:19][C:20]=1[Cl:21])[NH:17][C:16](=[O:22])[CH2:15]2)=O.FC(F)(F)C(O)=O.